Dataset: Reaction yield outcomes from USPTO patents with 853,638 reactions. Task: Predict the reaction yield, written as a fraction of the theoretical maximum amount of product (1.0 means a 100% yield; for example, 0.34 means a 34% yield). (1) The reactants are [C:1]([O:5][C:6](=[O:25])[CH2:7][O:8][C:9]1[CH:24]=[CH:23][C:12]([C:13]([O:15]CC2C=CC=CC=2)=[O:14])=[CH:11][CH:10]=1)([CH3:4])([CH3:3])[CH3:2]. The catalyst is CO.[Pd]. The product is [C:1]([O:5][C:6](=[O:25])[CH2:7][O:8][C:9]1[CH:10]=[CH:11][C:12]([C:13]([OH:15])=[O:14])=[CH:23][CH:24]=1)([CH3:4])([CH3:2])[CH3:3]. The yield is 0.990. (2) The reactants are [CH2:1]([C:8]1[C:20](=[O:21])[N:19]([CH:22]2[CH2:26][CH2:25][CH2:24][CH2:23]2)[C:11]2[N:12]=[C:13](S(C)=O)[N:14]=[CH:15][C:10]=2[CH:9]=1)[C:2]1[CH:7]=[CH:6][CH:5]=[CH:4][CH:3]=1.[C:27]([O:31][C:32]([N:34]1[CH2:39][CH2:38][N:37]([C:40]2[CH:45]=[CH:44][C:43]([NH2:46])=[CH:42][CH:41]=2)[CH2:36][CH2:35]1)=[O:33])([CH3:30])([CH3:29])[CH3:28]. The catalyst is CS(C)=O. The product is [C:27]([O:31][C:32]([N:34]1[CH2:39][CH2:38][N:37]([C:40]2[CH:41]=[CH:42][C:43]([NH:46][C:13]3[N:14]=[CH:15][C:10]4[CH:9]=[C:8]([CH2:1][C:2]5[CH:7]=[CH:6][CH:5]=[CH:4][CH:3]=5)[C:20](=[O:21])[N:19]([CH:22]5[CH2:26][CH2:25][CH2:24][CH2:23]5)[C:11]=4[N:12]=3)=[CH:44][CH:45]=2)[CH2:36][CH2:35]1)=[O:33])([CH3:30])([CH3:28])[CH3:29]. The yield is 0.700. (3) The reactants are [C:1]1([C:7]2[CH:8]=[C:9]([CH:14]=[CH:15][CH:16]=2)[CH:10]=[CH:11]CO)[CH:6]=[CH:5][CH:4]=[CH:3][CH:2]=1.[CH3:17][S:18](Cl)(=[O:20])=[O:19].CC[O:24][CH2:25]C. The catalyst is C(Cl)Cl. The product is [CH3:17][S:18]([O:24][CH2:25][CH:8]=[C:7]([C:1]1[CH:2]=[CH:3][CH:4]=[CH:5][CH:6]=1)[C:16]1[CH:15]=[CH:14][CH:9]=[CH:10][CH:11]=1)(=[O:20])=[O:19]. The yield is 0.580. (4) The reactants are [Cl:1][C:2]1[CH:7]=[CH:6][CH:5]=[C:4]([O:8]C)[C:3]=1[C:10](=[O:44])[CH2:11][N:12]([CH2:35][C:36]1[CH:41]=[C:40]([F:42])[CH:39]=[C:38]([F:43])[CH:37]=1)[C:13]([C:15]1[CH:16]=[N:17][N:18]([C@H:24]2[CH2:29][CH2:28][C@H:27]([C:30]([O:32][CH2:33][CH3:34])=[O:31])[CH2:26][CH2:25]2)[C:19]=1[C:20]([F:23])([F:22])[F:21])=[O:14].B(Br)(Br)Br. The catalyst is C(Cl)Cl. The product is [Cl:1][C:2]1[CH:7]=[CH:6][CH:5]=[C:4]([OH:8])[C:3]=1[C:10](=[O:44])[CH2:11][N:12]([CH2:35][C:36]1[CH:41]=[C:40]([F:42])[CH:39]=[C:38]([F:43])[CH:37]=1)[C:13]([C:15]1[CH:16]=[N:17][N:18]([C@H:24]2[CH2:25][CH2:26][C@H:27]([C:30]([O:32][CH2:33][CH3:34])=[O:31])[CH2:28][CH2:29]2)[C:19]=1[C:20]([F:22])([F:23])[F:21])=[O:14]. The yield is 0.350. (5) The reactants are [Cl:1][C:2]1[N:6]([C:7]2[N:11]([CH3:12])[N:10]=[CH:9][C:8]=2[Cl:13])[CH:5]=[C:4]([C:14]([O:16]C)=[O:15])[CH:3]=1.[OH-].[Na+]. The catalyst is C1COCC1.CO. The product is [Cl:1][C:2]1[N:6]([C:7]2[N:11]([CH3:12])[N:10]=[CH:9][C:8]=2[Cl:13])[CH:5]=[C:4]([C:14]([OH:16])=[O:15])[CH:3]=1. The yield is 0.940. (6) The reactants are C1(P(N=[N+]=[N-])(C2C=CC=CC=2)=[O:8])C=CC=CC=1.C([N:20]([CH2:23][CH3:24])[CH2:21]C)C.[C:25]([OH:29])([CH3:28])([CH3:27])[CH3:26].[C:30]12([C:40]3[CH:48]=CC(C(O)=O)=[CH:42][CH:41]=3)[CH2:39][CH:34]3[CH2:35][CH:36]([CH2:38][CH:32]([CH2:33]3)[CH2:31]1)[CH2:37]2. The catalyst is C1COCC1. The product is [C:30]12([C:40]3[CH:48]=[CH:24][C:23]([NH:20][C:21](=[O:8])[O:29][C:25]([CH3:28])([CH3:27])[CH3:26])=[CH:42][CH:41]=3)[CH2:37][CH:36]3[CH2:35][CH:34]([CH2:33][CH:32]([CH2:38]3)[CH2:31]1)[CH2:39]2. The yield is 0.530.